Dataset: Catalyst prediction with 721,799 reactions and 888 catalyst types from USPTO. Task: Predict which catalyst facilitates the given reaction. (1) Reactant: [CH2:1]([C:5]1[N:6]=[C:7]([CH3:27])[NH:8][C:9](=[O:26])[C:10]=1[CH2:11][C:12]1[CH:17]=[CH:16][C:15]([C:18]2[C:19]([C:24]#[N:25])=[CH:20][CH:21]=[CH:22][CH:23]=2)=[CH:14][CH:13]=1)[CH2:2][CH2:3][CH3:4].[CH:28]([C:31]1[CH:32]=[C:33](B(O)O)[CH:34]=[CH:35][CH:36]=1)([CH3:30])[CH3:29].C(N(CC)CC)C.N1C=CC=CC=1. Product: [CH2:1]([C:5]1[N:6]=[C:7]([CH3:27])[N:8]([C:35]2[CH:34]=[CH:33][CH:32]=[C:31]([CH:28]([CH3:30])[CH3:29])[CH:36]=2)[C:9](=[O:26])[C:10]=1[CH2:11][C:12]1[CH:17]=[CH:16][C:15]([C:18]2[C:19]([C:24]#[N:25])=[CH:20][CH:21]=[CH:22][CH:23]=2)=[CH:14][CH:13]=1)[CH2:2][CH2:3][CH3:4]. The catalyst class is: 297. (2) Reactant: [OH:1][C:2]1[CH:11]=[C:10]2[C:5]([CH2:6][CH2:7][C:8](=[O:12])[O:9]2)=[CH:4][CH:3]=1.[Br:13]N1C(=O)CCC1=O. Product: [Br:13][C:3]1[CH:4]=[C:5]2[C:10](=[CH:11][C:2]=1[OH:1])[O:9][C:8](=[O:12])[CH2:7][CH2:6]2. The catalyst class is: 10.